From a dataset of NCI-60 drug combinations with 297,098 pairs across 59 cell lines. Regression. Given two drug SMILES strings and cell line genomic features, predict the synergy score measuring deviation from expected non-interaction effect. (1) Drug 1: C1=NC2=C(N1)C(=S)N=C(N2)N. Drug 2: C1CC(C1)(C(=O)O)C(=O)O.[NH2-].[NH2-].[Pt+2]. Cell line: EKVX. Synergy scores: CSS=19.1, Synergy_ZIP=-5.87, Synergy_Bliss=-4.96, Synergy_Loewe=-16.8, Synergy_HSA=-2.58. (2) Drug 1: C1=C(C(=O)NC(=O)N1)N(CCCl)CCCl. Drug 2: CC1=C(C=C(C=C1)C(=O)NC2=CC(=CC(=C2)C(F)(F)F)N3C=C(N=C3)C)NC4=NC=CC(=N4)C5=CN=CC=C5. Cell line: LOX IMVI. Synergy scores: CSS=37.2, Synergy_ZIP=-12.0, Synergy_Bliss=-2.02, Synergy_Loewe=0.233, Synergy_HSA=0.634. (3) Drug 1: C1=CC(=CC=C1CCCC(=O)O)N(CCCl)CCCl. Drug 2: C1=NNC2=C1C(=O)NC=N2. Cell line: IGROV1. Synergy scores: CSS=35.4, Synergy_ZIP=3.50, Synergy_Bliss=3.34, Synergy_Loewe=-5.84, Synergy_HSA=4.22.